Dataset: Full USPTO retrosynthesis dataset with 1.9M reactions from patents (1976-2016). Task: Predict the reactants needed to synthesize the given product. (1) Given the product [OH:23][C:20]1[CH:19]=[CH:18][C:17]([CH2:16][CH2:15][NH:14][C:10]2[N:9]=[C:8]([C:4]3[CH:3]=[C:2]([NH:1][C:32](=[O:33])[CH2:31][CH2:30][C:26]4[CH:25]=[N:24][CH:29]=[CH:28][CH:27]=4)[CH:7]=[CH:6][CH:5]=3)[CH:13]=[CH:12][N:11]=2)=[CH:22][CH:21]=1, predict the reactants needed to synthesize it. The reactants are: [NH2:1][C:2]1[CH:3]=[C:4]([C:8]2[CH:13]=[CH:12][N:11]=[C:10]([NH:14][CH2:15][CH2:16][C:17]3[CH:22]=[CH:21][C:20]([OH:23])=[CH:19][CH:18]=3)[N:9]=2)[CH:5]=[CH:6][CH:7]=1.[N:24]1[CH:29]=[CH:28][CH:27]=[C:26]([CH2:30][CH2:31][C:32](O)=[O:33])[CH:25]=1. (2) Given the product [C:1]([C:5]1[CH:6]=[CH:7][C:8]([C:11]2[C:12]3[CH:19]=[C:18]([CH:20]([CH3:22])[CH3:21])[CH:17]([Si:29]([Cl:28])([CH3:31])[CH3:30])[C:13]=3[S:14][C:15]=2[CH3:16])=[CH:9][CH:10]=1)([CH3:4])([CH3:3])[CH3:2], predict the reactants needed to synthesize it. The reactants are: [C:1]([C:5]1[CH:10]=[CH:9][C:8]([C:11]2[C:12]3[CH:19]=[C:18]([CH:20]([CH3:22])[CH3:21])[CH2:17][C:13]=3[S:14][C:15]=2[CH3:16])=[CH:7][CH:6]=1)([CH3:4])([CH3:3])[CH3:2].C([Li])CCC.[Cl:28][Si:29](Cl)([CH3:31])[CH3:30]. (3) The reactants are: [ClH:1].C([N:9]1[CH2:16][C@@H:15]2[C@@H:11]([CH2:12][N:13]([C:17]([O:19][C:20]([CH3:23])([CH3:22])[CH3:21])=[O:18])[CH2:14]2)[CH2:10]1)C1C=CC=CC=1.N#N. Given the product [ClH:1].[CH2:12]1[CH:11]2[CH2:10][NH:9][CH2:16][CH:15]2[CH2:14][N:13]1[C:17]([O:19][C:20]([CH3:23])([CH3:22])[CH3:21])=[O:18], predict the reactants needed to synthesize it. (4) Given the product [NH2:25][C:23]1[S:24][C:16]([C:17]([O:19][CH3:20])=[O:18])=[C:15]([C:11]2[N:10]([CH3:9])[CH:14]=[CH:13][N:12]=2)[N:22]=1, predict the reactants needed to synthesize it. The reactants are: IN1C(=O)CCC1=O.[CH3:9][N:10]1[CH:14]=[CH:13][N:12]=[C:11]1[C:15](=O)[CH2:16][C:17]([O:19][CH3:20])=[O:18].[NH2:22][C:23]([NH2:25])=[S:24]. (5) Given the product [CH3:1][O:3][C:4]([N:6]1[C:15]2[C:10](=[CH:11][C:12]([CH3:17])=[C:13]([CH3:16])[CH:14]=2)[N:9]([CH:18]([C:23]2[CH:28]=[C:27]([C:29]([F:30])([F:32])[F:31])[CH:26]=[C:25]([C:33]([F:36])([F:34])[F:35])[CH:24]=2)[C:19]([O:21][CH3:22])=[O:20])[CH2:8][CH:7]1[CH2:37][CH3:38])=[O:5], predict the reactants needed to synthesize it. The reactants are: [CH2:1]([O:3][C:4]([N:6]1[C:15]2[C:10](=[CH:11][C:12]([CH3:17])=[C:13]([CH3:16])[CH:14]=2)[N:9]([CH:18]([C:23]2[CH:28]=[C:27]([C:29]([F:32])([F:31])[F:30])[CH:26]=[C:25]([C:33]([F:36])([F:35])[F:34])[CH:24]=2)[C:19]([O:21][CH3:22])=[O:20])[CH2:8][CH:7]1[CH2:37][CH3:38])=[O:5])C.ClC(OC)=O. (6) Given the product [N:36]12[CH2:35][C@H:34]([CH2:13][CH2:14]1)[CH2:33][C@@H:32]([NH:37][C:10]([C:7]1[CH:8]=[CH:9][C:4]3[N:3]=[CH:2][S:1][C:5]=3[CH:6]=1)=[O:12])[CH2:31]2.[C:46]([O-:53])(=[O:52])/[CH:47]=[CH:48]/[C:49]([O-:51])=[O:50], predict the reactants needed to synthesize it. The reactants are: [S:1]1[C:5]2[CH:6]=[C:7]([C:10]([OH:12])=O)[CH:8]=[CH:9][C:4]=2[N:3]=[CH:2]1.[CH3:13][CH2:14]N(C(C)C)C(C)C.CN(C(ON1N=[N:37][C:32]2[CH:33]=[CH:34][CH:35]=[N:36][C:31]1=2)=[N+](C)C)C.F[P-](F)(F)(F)(F)F.[C:46]([OH:53])(=[O:52])/[CH:47]=[CH:48]/[C:49]([OH:51])=[O:50]. (7) The reactants are: [CH:1]1([C:4]2[CH:9]=[C:8]([CH2:10][OH:11])[C:7]([O:12][CH:13]([CH3:15])[CH3:14])=[CH:6][C:5]=2[C:16]2[CH:21]=[CH:20][C:19]([F:22])=[CH:18][CH:17]=2)[CH2:3][CH2:2]1. Given the product [CH:1]1([C:4]2[CH:9]=[C:8]([CH:10]=[O:11])[C:7]([O:12][CH:13]([CH3:15])[CH3:14])=[CH:6][C:5]=2[C:16]2[CH:17]=[CH:18][C:19]([F:22])=[CH:20][CH:21]=2)[CH2:3][CH2:2]1, predict the reactants needed to synthesize it. (8) Given the product [C:48]([C:46]1[CH:47]=[C:43]([NH:42][C:41]([NH:36][C@@H:29]2[C:30]3[C:35](=[CH:34][CH:33]=[CH:32][CH:31]=3)[C@H:26]([O:25][C:22]3[CH:23]=[CH:24][C:19]4[N:20]([C:16]([C:12]5[CH:13]=[CH:14][CH:15]=[C:10]([O:9][CH2:8][CH2:7][N:1]6[CH2:6][CH2:5][O:4][CH2:3][CH2:2]6)[CH:11]=5)=[N:17][N:18]=4)[CH:21]=3)[CH2:27][CH2:28]2)=[O:40])[N:44]([C:52]2[CH:57]=[CH:56][C:55]([CH3:58])=[CH:54][CH:53]=2)[N:45]=1)([CH3:51])([CH3:49])[CH3:50], predict the reactants needed to synthesize it. The reactants are: [N:1]1([CH2:7][CH2:8][O:9][C:10]2[CH:11]=[C:12]([C:16]3[N:20]4[CH:21]=[C:22]([O:25][C@H:26]5[C:35]6[C:30](=[CH:31][CH:32]=[CH:33][CH:34]=6)[C@@H:29]([NH2:36])[CH2:28][CH2:27]5)[CH:23]=[CH:24][C:19]4=[N:18][N:17]=3)[CH:13]=[CH:14][CH:15]=2)[CH2:6][CH2:5][O:4][CH2:3][CH2:2]1.ClC(Cl)(Cl)C[O:40][C:41](=O)[NH:42][C:43]1[N:44]([C:52]2[CH:57]=[CH:56][C:55]([CH3:58])=[CH:54][CH:53]=2)[N:45]=[C:46]([C:48]([CH3:51])([CH3:50])[CH3:49])[CH:47]=1.